This data is from Forward reaction prediction with 1.9M reactions from USPTO patents (1976-2016). The task is: Predict the product of the given reaction. (1) Given the reactants [NH2:1][C:2]1[CH:7]=[C:6]([Cl:8])[CH:5]=[CH:4][N:3]=1.[Cl:9][C:10]1[CH:19]=[CH:18][C:13]([C:14](=O)[CH2:15]Br)=[CH:12][CH:11]=1.[OH-].[Na+], predict the reaction product. The product is: [Cl:8][C:6]1[CH:5]=[CH:4][N:3]2[CH:15]=[C:14]([C:13]3[CH:18]=[CH:19][C:10]([Cl:9])=[CH:11][CH:12]=3)[N:1]=[C:2]2[CH:7]=1. (2) Given the reactants [CH2:1]([N:8]1[CH2:12][CH2:11][C:10]([F:16])([C:13]([OH:15])=O)[CH2:9]1)[C:2]1[CH:7]=[CH:6][CH:5]=[CH:4][CH:3]=1.Cl.C(N(CC)CC)C.C(N(CC)CC)C.CN(C(ON1N=NC2C=CC=NC1=2)=[N+](C)C)C.F[P-](F)(F)(F)(F)F.[F:56][C:57]1[CH:63]=[CH:62][C:60]([NH2:61])=[CH:59][C:58]=1[CH3:64], predict the reaction product. The product is: [CH2:1]([N:8]1[CH2:12][CH2:11][C:10]([F:16])([C:13]([NH:61][C:60]2[CH:62]=[CH:63][C:57]([F:56])=[C:58]([CH3:64])[CH:59]=2)=[O:15])[CH2:9]1)[C:2]1[CH:3]=[CH:4][CH:5]=[CH:6][CH:7]=1. (3) Given the reactants [CH3:1][O:2][C:3]1[CH:4]=[C:5]([S:9]([NH:12][CH2:13][CH2:14][C:15](O)=[O:16])(=[O:11])=[O:10])[CH:6]=[CH:7][CH:8]=1, predict the reaction product. The product is: [OH:16][CH2:15][CH2:14][CH2:13][NH:12][S:9]([C:5]1[CH:6]=[CH:7][CH:8]=[C:3]([O:2][CH3:1])[CH:4]=1)(=[O:11])=[O:10]. (4) Given the reactants [CH2:1]([O:8][CH:9]1[CH:13]2[O:14][CH2:15][CH:16]([OH:17])[CH:12]2[O:11][CH2:10]1)[C:2]1[CH:7]=[CH:6][CH:5]=[CH:4][CH:3]=1.O[Na].I[CH3:21], predict the reaction product. The product is: [CH2:1]([O:8][CH:9]1[CH2:10][O:11][CH:12]2[CH:16]([O:17][CH3:21])[CH2:15][O:14][CH:13]12)[C:2]1[CH:3]=[CH:4][CH:5]=[CH:6][CH:7]=1. (5) Given the reactants [N:1]([CH2:4][C:5]1[CH:10]=[CH:9][CH:8]=[C:7]([CH2:11][O:12][C:13]([C:26]2[CH:31]=[CH:30][CH:29]=[CH:28][CH:27]=2)([C:20]2[CH:25]=[CH:24][CH:23]=[CH:22][CH:21]=2)[C:14]2[CH:19]=[CH:18][CH:17]=[CH:16][CH:15]=2)[N:6]=1)=[N+]=[N-].C1(P(C2C=CC=CC=2)C2C=CC=CC=2)C=CC=CC=1.O, predict the reaction product. The product is: [C:26]1([C:13]([C:14]2[CH:15]=[CH:16][CH:17]=[CH:18][CH:19]=2)([C:20]2[CH:21]=[CH:22][CH:23]=[CH:24][CH:25]=2)[O:12][CH2:11][C:7]2[N:6]=[C:5]([CH2:4][NH2:1])[CH:10]=[CH:9][CH:8]=2)[CH:27]=[CH:28][CH:29]=[CH:30][CH:31]=1. (6) Given the reactants [NH2:1][CH2:2][CH2:3][C@@H:4]1[CH2:8][C@H:7]([NH:9][C:10]([C:12]2[C:20]3[C:15](=[CH:16][CH:17]=[CH:18][CH:19]=3)[N:14]([CH:21]([CH3:23])[CH3:22])[N:13]=2)=[O:11])[CH2:6][N:5]1[C:24]([O:26][C:27]([CH3:30])([CH3:29])[CH3:28])=[O:25].[C:31](Cl)(=[O:35])[CH:32]([CH3:34])[CH3:33], predict the reaction product. The product is: [C:31]([NH:1][CH2:2][CH2:3][C@@H:4]1[CH2:8][C@H:7]([NH:9][C:10]([C:12]2[C:20]3[C:15](=[CH:16][CH:17]=[CH:18][CH:19]=3)[N:14]([CH:21]([CH3:23])[CH3:22])[N:13]=2)=[O:11])[CH2:6][N:5]1[C:24]([O:26][C:27]([CH3:28])([CH3:30])[CH3:29])=[O:25])(=[O:35])[CH:32]([CH3:34])[CH3:33].